Dataset: Forward reaction prediction with 1.9M reactions from USPTO patents (1976-2016). Task: Predict the product of the given reaction. (1) Given the reactants [F:1][CH2:2][CH:3]([CH2:16][F:17])[O:4][C:5]1[CH:6]=[C:7]([CH:10]=[CH:11][C:12]=1[N+:13]([O-])=O)[C:8]#[N:9].O.O.[Sn](Cl)Cl.C(O)C, predict the reaction product. The product is: [NH2:13][C:12]1[CH:11]=[CH:10][C:7]([C:8]#[N:9])=[CH:6][C:5]=1[O:4][CH:3]([CH2:2][F:1])[CH2:16][F:17]. (2) Given the reactants [CH:1]([O:4][C:5]1[C:14]2[C:9](=[CH:10][C:11](OS(C(F)(F)F)(=O)=O)=[CH:12][CH:13]=2)[CH:8]=[C:7]([NH:23][C:24]2[CH:28]=[C:27]([CH3:29])[NH:26][N:25]=2)[N:6]=1)([CH3:3])[CH3:2].[NH:30]1[CH2:35][CH2:34][O:33][CH2:32][CH2:31]1.C1CCN2C(=NCCC2)CC1.C1C[O:50][CH2:49]C1, predict the reaction product. The product is: [CH:1]([O:4][C:5]1[C:14]2[C:9](=[CH:10][C:11]([C:49]([N:30]3[CH2:35][CH2:34][O:33][CH2:32][CH2:31]3)=[O:50])=[CH:12][CH:13]=2)[CH:8]=[C:7]([NH:23][C:24]2[CH:28]=[C:27]([CH3:29])[NH:26][N:25]=2)[N:6]=1)([CH3:3])[CH3:2]. (3) Given the reactants [Br:1][C:2]1[CH:13]=[CH:12][C:5]([O:6][C:7]([CH3:11])([CH3:10])[CH2:8][NH2:9])=[CH:4][CH:3]=1.CN(C=O)C.[CH3:19][C:20]([O:23][C:24](O[C:24]([O:23][C:20]([CH3:22])([CH3:21])[CH3:19])=[O:25])=[O:25])([CH3:22])[CH3:21].CCN(C(C)C)C(C)C, predict the reaction product. The product is: [C:20]([O:23][C:24](=[O:25])[NH:9][CH2:8][C:7]([O:6][C:5]1[CH:12]=[CH:13][C:2]([Br:1])=[CH:3][CH:4]=1)([CH3:10])[CH3:11])([CH3:22])([CH3:21])[CH3:19]. (4) Given the reactants [CH3:1][C:2]1([CH3:27])[CH2:11][C:10]2[C:5](=[CH:6][CH:7]=[C:8]([C:12](O)=[O:13])[CH:9]=2)[NH:4][CH:3]1[C:15]1[CH:20]=[CH:19][C:18]([N:21]2[CH2:26][CH2:25][O:24][CH2:23][CH2:22]2)=[CH:17][CH:16]=1.[CH:28]1([S:31]([NH2:34])(=[O:33])=[O:32])[CH2:30][CH2:29]1, predict the reaction product. The product is: [CH3:1][C:2]1([CH3:27])[CH2:11][C:10]2[C:5](=[CH:6][CH:7]=[C:8]([C:12]([NH:34][S:31]([CH:28]3[CH2:30][CH2:29]3)(=[O:33])=[O:32])=[O:13])[CH:9]=2)[NH:4][CH:3]1[C:15]1[CH:16]=[CH:17][C:18]([N:21]2[CH2:26][CH2:25][O:24][CH2:23][CH2:22]2)=[CH:19][CH:20]=1. (5) Given the reactants [CH2:1]([O:3][C:4]([C:6]1[C:14]2[C:9](=[CH:10][CH:11]=[CH:12][CH:13]=2)[N:8]([C:15]2[CH:20]=[CH:19][CH:18]=[CH:17][CH:16]=2)[C:7]=1[CH2:21]Br)=[O:5])[CH3:2].[CH2:23]([O:25][C:26](=[O:36])[CH2:27][NH:28][C:29]([O:31][C:32]([CH3:35])([CH3:34])[CH3:33])=[O:30])[CH3:24], predict the reaction product. The product is: [CH2:1]([O:3][C:4]([C:6]1[C:14]2[C:9](=[CH:10][CH:11]=[CH:12][CH:13]=2)[N:8]([C:15]2[CH:20]=[CH:19][CH:18]=[CH:17][CH:16]=2)[C:7]=1[CH2:21][N:28]([C:29]([O:31][C:32]([CH3:33])([CH3:35])[CH3:34])=[O:30])[CH2:27][C:26]([O:25][CH2:23][CH3:24])=[O:36])=[O:5])[CH3:2]. (6) Given the reactants Cl.Cl.[NH:3]1[CH2:8][CH2:7][CH:6]([CH:9]([C:24]2[CH:25]=[N:26][CH:27]=[CH:28][CH:29]=2)[CH2:10][NH:11][C:12]([C:14]2[C:15]([Cl:23])=[C:16]3[C:20](=[CH:21][CH:22]=2)[NH:19][CH:18]=[CH:17]3)=[O:13])[CH2:5][CH2:4]1.[CH3:30][C:31]([OH:33])=[O:32].C=O.C(O[BH-](OC(=O)C)OC(=O)C)(=O)C.[Na+], predict the reaction product. The product is: [CH:31]([OH:33])=[O:32].[CH3:30][N:3]1[CH2:8][CH2:7][CH:6]([CH:9]([C:24]2[CH:25]=[N:26][CH:27]=[CH:28][CH:29]=2)[CH2:10][NH:11][C:12]([C:14]2[C:15]([Cl:23])=[C:16]3[C:20](=[CH:21][CH:22]=2)[NH:19][CH:18]=[CH:17]3)=[O:13])[CH2:5][CH2:4]1. (7) Given the reactants [NH2:1][C:2]1[CH:7]=[CH:6][C:5]([C:8]2[C:16]3[C:11](=[N:12][CH:13]=[N:14][C:15]=3[NH2:17])[N:10]([C@H:18]3[CH2:23][CH2:22][C@H:21]([N:24]4[CH2:29][CH2:28][N:27]([CH3:30])[CH2:26][CH2:25]4)[CH2:20][CH2:19]3)[N:9]=2)=[CH:4][CH:3]=1.[CH3:31][O:32][C:33]1[C:38]([CH:39]=O)=[CH:37][CH:36]=[CH:35][N:34]=1.[C:41]([O:44][BH-]([O:44][C:41](=[O:43])[CH3:42])[O:44][C:41](=[O:43])[CH3:42])(=[O:43])[CH3:42].[Na+].[C:55]([OH:58])(=[O:57])[CH3:56], predict the reaction product. The product is: [C:41]([OH:44])(=[O:43])[CH3:42].[C:55]([OH:58])(=[O:57])[CH3:56].[CH3:31][O:32][C:33]1[C:38]([CH2:39][NH:1][C:2]2[CH:3]=[CH:4][C:5]([C:8]3[C:16]4[C:11](=[N:12][CH:13]=[N:14][C:15]=4[NH2:17])[N:10]([C@H:18]4[CH2:23][CH2:22][C@H:21]([N:24]5[CH2:25][CH2:26][N:27]([CH3:30])[CH2:28][CH2:29]5)[CH2:20][CH2:19]4)[N:9]=3)=[CH:6][CH:7]=2)=[CH:37][CH:36]=[CH:35][N:34]=1. (8) Given the reactants [S:1]1[CH:5]=[CH:4][CH:3]=[C:2]1[C:6]1[S:7][CH:8]=[CH:9][C:10]=1[C:11]1[S:12][CH:13]=[CH:14][CH:15]=1.C1C(=O)N([Br:23])C(=O)C1, predict the reaction product. The product is: [Br:23][C:3]1[CH:4]=[CH:5][S:1][C:2]=1[C:6]1[S:7][CH:8]=[CH:9][C:10]=1[C:11]1[S:12][CH:13]=[CH:14][CH:15]=1. (9) Given the reactants [CH2:1]([O:8][CH2:9][CH:10]([CH2:12][O:13][CH2:14][C:15]1[CH:20]=[CH:19][CH:18]=[CH:17][CH:16]=1)[OH:11])[C:2]1[CH:7]=[CH:6][CH:5]=[CH:4][CH:3]=1.CC1(C)N([O])C(C)(C)CCC1.C(=O)(O)[O-].[Na+].Cl[O-].[Na+].Cl, predict the reaction product. The product is: [CH2:1]([O:8][CH2:9][C:10](=[O:11])[CH2:12][O:13][CH2:14][C:15]1[CH:20]=[CH:19][CH:18]=[CH:17][CH:16]=1)[C:2]1[CH:3]=[CH:4][CH:5]=[CH:6][CH:7]=1. (10) Given the reactants [F:1][C:2]1[CH:10]=[C:9]2[C:5]([CH2:6][CH2:7][C@H:8]2[NH2:11])=[CH:4][CH:3]=1.C(N(C(C)C)CC)(C)C.Cl[C:22]1[C:27]([N+:28]([O-:30])=[O:29])=[CH:26][CH:25]=[C:24]([Cl:31])[N:23]=1, predict the reaction product. The product is: [Cl:31][C:24]1[N:23]=[C:22]([NH:11][C@H:8]2[C:9]3[C:5](=[CH:4][CH:3]=[C:2]([F:1])[CH:10]=3)[CH2:6][CH2:7]2)[C:27]([N+:28]([O-:30])=[O:29])=[CH:26][CH:25]=1.